From a dataset of Reaction yield outcomes from USPTO patents with 853,638 reactions. Predict the reaction yield, written as a fraction of the theoretical maximum amount of product (1.0 means a 100% yield; for example, 0.34 means a 34% yield). The reactants are [OH:1][C:2]1[N:3]=[C:4]([C:11]2[C:12]([CH3:20])=[N:13][N:14]3[CH:19]=[CH:18][CH:17]=[CH:16][C:15]=23)[S:5][C:6]=1[C:7]([O:9][CH3:10])=[O:8].C(=O)([O-])[O-].[K+].[K+].[CH2:27](Br)[C:28]1[CH:33]=[CH:32][CH:31]=[CH:30][CH:29]=1. The catalyst is CN(C)C=O. The product is [CH2:27]([O:1][C:2]1[N:3]=[C:4]([C:11]2[C:12]([CH3:20])=[N:13][N:14]3[CH:19]=[CH:18][CH:17]=[CH:16][C:15]=23)[S:5][C:6]=1[C:7]([O:9][CH3:10])=[O:8])[C:28]1[CH:33]=[CH:32][CH:31]=[CH:30][CH:29]=1. The yield is 0.600.